This data is from Catalyst prediction with 721,799 reactions and 888 catalyst types from USPTO. The task is: Predict which catalyst facilitates the given reaction. (1) Reactant: [Br:1][C:2]1[C:3](F)=[CH:4][CH:5]=[C:6]2[C:11]=1[N:10]([CH3:12])[C:9](=[O:13])[CH:8]=[CH:7]2.[CH3:15][O-:16].[Na+]. Product: [Br:1][C:2]1[C:3]([O:16][CH3:15])=[CH:4][CH:5]=[C:6]2[C:11]=1[N:10]([CH3:12])[C:9](=[O:13])[CH:8]=[CH:7]2. The catalyst class is: 5. (2) Reactant: [CH2:1]1[C:9]2[C:4](=[CH:5][CH:6]=[CH:7][CH:8]=2)[CH:3]=[CH:2]1.C([Li:14])CCC. Product: [CH:1]1([Li:14])[C:9]2[C:4](=[CH:5][CH:6]=[CH:7][CH:8]=2)[CH:3]=[CH:2]1. The catalyst class is: 81. (3) Reactant: [CH3:1][C@H:2]([C:15]([O-:17])=[O:16])[C:3]1[CH:4]=[CH:5][C:6]2[CH:7]=[C:8]([O:13][CH3:14])[CH:9]=[CH:10][C:11]=2[CH:12]=1.[Na+]. Product: [CH3:1][C@H:2]([C:15]([OH:17])=[O:16])[C:3]1[CH:4]=[CH:5][C:6]2[CH:7]=[C:8]([O:13][CH3:14])[CH:9]=[CH:10][C:11]=2[CH:12]=1. The catalyst class is: 6. (4) Reactant: [C:1](Cl)(=[O:5])[C:2](Cl)=O.CN(C)C=O.[CH2:12]([O:14][C:15]([C:17]1[N:18]=[CH:19][N:20]([C:22]2[CH:23]=[C:24]3[C:28](=[CH:29][CH:30]=2)[N:27]([CH:31]([CH3:33])[CH3:32])[CH:26]=C3)[CH:21]=1)=[O:16])[CH3:13]. Product: [CH2:12]([O:14][C:15]([C:17]1[N:18]=[CH:19][N:20]([C:22]2[CH:30]=[C:29]3[C:28](=[CH:24][CH:23]=2)[N:27]([CH:31]([CH3:32])[CH3:33])[CH:26]=[C:2]3[CH:1]=[O:5])[CH:21]=1)=[O:16])[CH3:13]. The catalyst class is: 4. (5) Product: [Cl:6][C:7]1[CH:12]=[CH:11][N:10]=[C:9]([C:13]2[CH:14]=[C:15]([CH:18]=[CH2:2])[S:16][CH:17]=2)[CH:8]=1. The catalyst class is: 307. Reactant: [Li][CH2:2]CCC.[Cl:6][C:7]1[CH:12]=[CH:11][N:10]=[C:9]([C:13]2[CH:14]=[C:15]([CH:18]=O)[S:16][CH:17]=2)[CH:8]=1.O. (6) Reactant: [H-].[Na+].[CH3:3][O:4][C:5]([CH2:7]P(OC)(OC)=O)=[O:6].[CH:14]1([CH2:19][C:20](=O)[CH3:21])[CH2:18][CH2:17][CH2:16][CH2:15]1. Product: [CH:14]1([CH2:19]/[C:20](/[CH3:21])=[CH:7]/[C:5]([O:4][CH3:3])=[O:6])[CH2:18][CH2:17][CH2:16][CH2:15]1. The catalyst class is: 220.